This data is from NCI-60 drug combinations with 297,098 pairs across 59 cell lines. The task is: Regression. Given two drug SMILES strings and cell line genomic features, predict the synergy score measuring deviation from expected non-interaction effect. (1) Drug 1: CC=C1C(=O)NC(C(=O)OC2CC(=O)NC(C(=O)NC(CSSCCC=C2)C(=O)N1)C(C)C)C(C)C. Drug 2: CN(CC1=CN=C2C(=N1)C(=NC(=N2)N)N)C3=CC=C(C=C3)C(=O)NC(CCC(=O)O)C(=O)O. Cell line: A549. Synergy scores: CSS=41.4, Synergy_ZIP=-2.15, Synergy_Bliss=-3.31, Synergy_Loewe=-10.4, Synergy_HSA=-3.39. (2) Drug 1: C1CCC(CC1)NC(=O)N(CCCl)N=O. Drug 2: C1=NC2=C(N1)C(=S)N=CN2. Cell line: PC-3. Synergy scores: CSS=13.7, Synergy_ZIP=-9.01, Synergy_Bliss=-8.56, Synergy_Loewe=-29.5, Synergy_HSA=-6.82. (3) Drug 1: CNC(=O)C1=CC=CC=C1SC2=CC3=C(C=C2)C(=NN3)C=CC4=CC=CC=N4. Drug 2: CCC1(CC2CC(C3=C(CCN(C2)C1)C4=CC=CC=C4N3)(C5=C(C=C6C(=C5)C78CCN9C7C(C=CC9)(C(C(C8N6C)(C(=O)OC)O)OC(=O)C)CC)OC)C(=O)OC)O.OS(=O)(=O)O. Cell line: HOP-92. Synergy scores: CSS=22.5, Synergy_ZIP=-3.55, Synergy_Bliss=-2.28, Synergy_Loewe=-65.9, Synergy_HSA=-3.01. (4) Drug 1: CNC(=O)C1=CC=CC=C1SC2=CC3=C(C=C2)C(=NN3)C=CC4=CC=CC=N4. Drug 2: C1C(C(OC1N2C=NC3=C(N=C(N=C32)Cl)N)CO)O. Cell line: COLO 205. Synergy scores: CSS=-2.01, Synergy_ZIP=-3.31, Synergy_Bliss=-2.46, Synergy_Loewe=-22.6, Synergy_HSA=-5.50. (5) Drug 1: CC1=CC2C(CCC3(C2CCC3(C(=O)C)OC(=O)C)C)C4(C1=CC(=O)CC4)C. Drug 2: C1CCC(C(C1)N)N.C(=O)(C(=O)[O-])[O-].[Pt+4]. Cell line: PC-3. Synergy scores: CSS=18.0, Synergy_ZIP=8.29, Synergy_Bliss=15.1, Synergy_Loewe=9.79, Synergy_HSA=12.1. (6) Drug 1: C1CCC(C1)C(CC#N)N2C=C(C=N2)C3=C4C=CNC4=NC=N3. Drug 2: C1=CN(C=N1)CC(O)(P(=O)(O)O)P(=O)(O)O. Cell line: K-562. Synergy scores: CSS=9.01, Synergy_ZIP=-0.795, Synergy_Bliss=5.84, Synergy_Loewe=2.63, Synergy_HSA=2.70.